From a dataset of Forward reaction prediction with 1.9M reactions from USPTO patents (1976-2016). Predict the product of the given reaction. (1) Given the reactants [CH2:1]1[CH:3]([C@H:4]([NH:8][C:9]([O:11]CC2C3C(=CC=CC=3)C3C2=CC=CC=3)=O)[C:5](O)=O)[CH2:2]1.COC(=O)[C@H:29]([CH2:31][CH:32]([CH3:34])[CH3:33])[NH2:30], predict the reaction product. The product is: [CH:3]1([C@@H:4]2[NH:8][C:9](=[O:11])[C@H:29]([CH2:31][CH:32]([CH3:34])[CH3:33])[NH:30][CH2:5]2)[CH2:2][CH2:1]1. (2) Given the reactants CS(O)(=O)=O.C(OC([N:13]1[CH2:18][CH2:17][N:16]2[C:19](=[O:31])[N:20]([C:23]3[CH:28]=[C:27]([Cl:29])[CH:26]=[C:25]([Cl:30])[CH:24]=3)[C:21](=[O:22])[CH:15]2[CH2:14]1)=O)(C)(C)C, predict the reaction product. The product is: [Cl:29][C:27]1[CH:28]=[C:23]([N:20]2[C:21](=[O:22])[CH:15]3[CH2:14][NH:13][CH2:18][CH2:17][N:16]3[C:19]2=[O:31])[CH:24]=[C:25]([Cl:30])[CH:26]=1. (3) Given the reactants C[O:2][C:3](=[O:34])[CH2:4][CH2:5][C:6]1[CH:11]=[CH:10][C:9]([O:12][CH2:13][CH2:14][CH:15]([O:17][C:18]2[CH:23]=[CH:22][C:21]([Br:24])=[CH:20][C:19]=2[C:25](=[O:32])[C:26]2[CH:31]=[CH:30][CH:29]=[CH:28][CH:27]=2)[CH3:16])=[CH:8][C:7]=1[CH3:33].[OH-].[Na+].Cl, predict the reaction product. The product is: [C:25]([C:19]1[CH:20]=[C:21]([Br:24])[CH:22]=[CH:23][C:18]=1[O:17][CH:15]([CH3:16])[CH2:14][CH2:13][O:12][C:9]1[CH:10]=[CH:11][C:6]([CH2:5][CH2:4][C:3]([OH:34])=[O:2])=[C:7]([CH3:33])[CH:8]=1)(=[O:32])[C:26]1[CH:27]=[CH:28][CH:29]=[CH:30][CH:31]=1.